This data is from Full USPTO retrosynthesis dataset with 1.9M reactions from patents (1976-2016). The task is: Predict the reactants needed to synthesize the given product. (1) The reactants are: [Br:1][C:2]1[CH:3]=[C:4]2[C:9](=[CH:10][CH:11]=1)[C:8](=[O:12])[NH:7][C:6](=[O:13])[CH2:5]2.[CH:14](OC)(OC)[O:15][CH3:16].C(OC(=O)C)(=O)C. Given the product [Br:1][C:2]1[CH:3]=[C:4]2[C:9](=[CH:10][CH:11]=1)[C:8](=[O:12])[NH:7][C:6](=[O:13])[C:5]2=[CH:14][O:15][CH3:16], predict the reactants needed to synthesize it. (2) The reactants are: [H-].[Na+].[Br:3][C:4]1[CH:12]=[C:11]2[C:7]([C:8]([C:21]3[CH:22]=[N:23][NH:24][CH:25]=3)=[N:9][N:10]2[CH2:13][O:14][CH2:15][CH2:16][Si:17]([CH3:20])([CH3:19])[CH3:18])=[CH:6][CH:5]=1.Cl[CH2:27][CH2:28][N:29]1[CH2:33][CH2:32][CH2:31][CH2:30]1. Given the product [Br:3][C:4]1[CH:12]=[C:11]2[C:7]([C:8]([C:21]3[CH:22]=[N:23][N:24]([CH2:27][CH2:28][N:29]4[CH2:33][CH2:32][CH2:31][CH2:30]4)[CH:25]=3)=[N:9][N:10]2[CH2:13][O:14][CH2:15][CH2:16][Si:17]([CH3:19])([CH3:20])[CH3:18])=[CH:6][CH:5]=1, predict the reactants needed to synthesize it. (3) Given the product [CH2:17]([C:6]1[CH:15]=[C:14]([CH2:2][CH3:1])[CH:13]=[CH:12][C:7]=1[C:8]([O:10][CH3:11])=[O:9])[CH3:18], predict the reactants needed to synthesize it. The reactants are: [CH3:1][CH2:2][Mg+].[Br-].Br[C:6]1[CH:15]=[C:14](Br)[CH:13]=[CH:12][C:7]=1[C:8]([O:10][CH3:11])=[O:9].[CH2:17]1COC[CH2:18]1.